Task: Predict the reactants needed to synthesize the given product.. Dataset: Full USPTO retrosynthesis dataset with 1.9M reactions from patents (1976-2016) (1) Given the product [Cl:1][C:2]1[N:3]=[C:4]([N:13]2[CH2:18][CH2:17][O:16][CH2:15][CH2:14]2)[C:5]2[S:10][C:9]([CH2:11][N:31]3[CH2:32][CH2:33][CH:28]([NH:26][CH3:24])[CH2:29][CH2:30]3)=[CH:8][C:6]=2[N:7]=1, predict the reactants needed to synthesize it. The reactants are: [Cl:1][C:2]1[N:3]=[C:4]([N:13]2[CH2:18][CH2:17][O:16][CH2:15][CH2:14]2)[C:5]2[S:10][C:9]([CH:11]=O)=[CH:8][C:6]=2[N:7]=1.CC(O[C:24]([N:26]([CH:28]1[CH2:33][CH2:32][NH:31][CH2:30][CH2:29]1)C)=O)(C)C.CC(O)=O.[BH-](OC(C)=O)(OC(C)=O)OC(C)=O.[Na+]. (2) Given the product [I:1][C:2]1[CH:3]=[C:4]([NH:10][C:35]([C:30]2[C:29]([Cl:28])=[CH:34][CH:33]=[CH:32][N:31]=2)=[O:36])[C:5]([NH:8][CH3:9])=[N:6][CH:7]=1, predict the reactants needed to synthesize it. The reactants are: [I:1][C:2]1[CH:3]=[C:4]([NH2:10])[C:5]([NH:8][CH3:9])=[N:6][CH:7]=1.N1C=CC=CC=1.CCN=C=NCCCN(C)C.[Cl:28][C:29]1[C:30]([C:35](O)=[O:36])=[N:31][CH:32]=[CH:33][CH:34]=1. (3) Given the product [NH2:1][CH2:4][C@H:5]1[CH2:9][CH2:8][CH2:7][C@@H:6]1[NH:10][C:11]1[CH:20]=[C:19]([CH3:21])[C:18]2[C:13](=[CH:14][CH:15]=[C:16]([O:22][CH3:23])[CH:17]=2)[N:12]=1, predict the reactants needed to synthesize it. The reactants are: [N:1]([CH2:4][C@H:5]1[CH2:9][CH2:8][CH2:7][C@@H:6]1[NH:10][C:11]1[CH:20]=[C:19]([CH3:21])[C:18]2[C:13](=[CH:14][CH:15]=[C:16]([O:22][CH3:23])[CH:17]=2)[N:12]=1)=[N+]=[N-]. (4) Given the product [CH2:46]([N:50]1[N:54]=[C:53]([CH3:55])[S:52]/[C:51]/1=[CH:56]\[C:4]([C:3]1[CH:7]=[CH:8][CH:9]=[C:10]([CH3:11])[C:2]=1[CH3:1])=[O:6])[CH2:47][CH2:48][CH3:49], predict the reactants needed to synthesize it. The reactants are: [CH3:1][C:2]1[C:10]([CH3:11])=[CH:9][CH:8]=[CH:7][C:3]=1[C:4]([OH:6])=O.CN(C(ON1N=NC2C=CC=NC1=2)=[N+](C)C)C.F[P-](F)(F)(F)(F)F.CCN(C(C)C)C(C)C.[I-].[CH2:46]([N+:50]1[N:54]=[C:53]([CH3:55])[S:52][C:51]=1[CH3:56])[CH2:47][CH2:48][CH3:49].